This data is from hERG potassium channel inhibition data for cardiac toxicity prediction from Karim et al.. The task is: Regression/Classification. Given a drug SMILES string, predict its toxicity properties. Task type varies by dataset: regression for continuous values (e.g., LD50, hERG inhibition percentage) or binary classification for toxic/non-toxic outcomes (e.g., AMES mutagenicity, cardiotoxicity, hepatotoxicity). Dataset: herg_karim. (1) The drug is CCOC(=O)C1CCN(CCOc2ccc(S(=O)(=O)NC(=O)Nc3ccccc3)cc2)CC1. The result is 0 (non-blocker). (2) The result is 0 (non-blocker). The molecule is COc1ccc(COc2cc3oc(=O)c4cc(C(C)O)ccc4c3cc2OC)cc1. (3) The drug is Cn1c(-c2ccccc2)nnc1C(C)(C)CCCN1CC2C[C@]2(c2ccc(C(F)(F)F)cc2)C1. The result is 1 (blocker). (4) The molecule is Cc1c(-c2ccc3cc(CCN4CCCC4C)ccc3n2)cnn1C. The result is 0 (non-blocker).